Dataset: CYP2D6 inhibition data for predicting drug metabolism from PubChem BioAssay. Task: Regression/Classification. Given a drug SMILES string, predict its absorption, distribution, metabolism, or excretion properties. Task type varies by dataset: regression for continuous measurements (e.g., permeability, clearance, half-life) or binary classification for categorical outcomes (e.g., BBB penetration, CYP inhibition). Dataset: cyp2d6_veith. (1) The molecule is Cn1cccc1C(=O)N1CCC2(CC1)CCN(c1ccccn1)CC2. The result is 0 (non-inhibitor). (2) The molecule is CO[C@]1(NC(=O)Cc2cccs2)C(=O)N2C(C(=O)[O-])=C(COC(N)=O)CS[C@H]21.[Na+]. The result is 0 (non-inhibitor). (3) The compound is Cc1noc(C)c1-c1ccc2ncnc(N3CCOCC3)c2c1. The result is 0 (non-inhibitor). (4) The drug is O=C(O)CCN=C1CCCc2ccccc2N1. The result is 0 (non-inhibitor). (5) The drug is NC(=O)OC[C@H](O)COc1ccc(Cl)cc1. The result is 0 (non-inhibitor). (6) The molecule is CCOC(=O)C1=C(C)NC2=C(C(=O)C(C(=O)OCC)C(c3ccc(OC)cc3)C2)C1c1ccccn1. The result is 0 (non-inhibitor). (7) The drug is CC(=O)NCCNc1cc(-c2ccccc2C(F)(F)F)ncn1. The result is 0 (non-inhibitor).